Task: Predict the product of the given reaction.. Dataset: Forward reaction prediction with 1.9M reactions from USPTO patents (1976-2016) Given the reactants [NH2:1][CH2:2][C:3]1[CH:4]=[C:5]2[C:9](=[CH:10][CH:11]=1)[N:8]([C:12]1[CH:17]=[CH:16][CH:15]=[C:14]([Br:18])[CH:13]=1)[N:7]=[C:6]2[C:19]([O:21][CH3:22])=[O:20].[C:23](OC(=O)C)(=[O:25])[CH3:24].C(N(CC)CC)C, predict the reaction product. The product is: [Br:18][C:14]1[CH:13]=[C:12]([N:8]2[C:9]3[C:5](=[CH:4][C:3]([CH2:2][NH:1][C:23](=[O:25])[CH3:24])=[CH:11][CH:10]=3)[C:6]([C:19]([O:21][CH3:22])=[O:20])=[N:7]2)[CH:17]=[CH:16][CH:15]=1.